Dataset: Full USPTO retrosynthesis dataset with 1.9M reactions from patents (1976-2016). Task: Predict the reactants needed to synthesize the given product. (1) Given the product [Cl:16][C:15]1[CH:14]=[CH:13][C:4]([CH2:5][NH:6][C:7](=[O:12])[C:8]([CH3:11])([CH3:10])[CH3:9])=[C:3]([F:17])[C:2]=1[N:1]=[C:18]=[S:19], predict the reactants needed to synthesize it. The reactants are: [NH2:1][C:2]1[C:3]([F:17])=[C:4]([CH:13]=[CH:14][C:15]=1[Cl:16])[CH2:5][NH:6][C:7](=[O:12])[C:8]([CH3:11])([CH3:10])[CH3:9].[C:18](N1C=CC=CC1=O)(N1C=CC=CC1=O)=[S:19]. (2) Given the product [F:20][C:2]([F:1])([F:19])[CH2:3][N:4]1[C:9](=[O:10])[CH2:8][N:7]([C:24]([O:26][CH2:27][CH:28]=[CH2:29])=[O:25])[C:6]([C:11]2[CH:12]=[C:13]([Cl:18])[CH:14]=[C:15]([Cl:17])[CH:16]=2)=[N:5]1, predict the reactants needed to synthesize it. The reactants are: [F:1][C:2]([F:20])([F:19])[CH2:3][N:4]1[C:9](=[O:10])[CH2:8][NH:7][C:6]([C:11]2[CH:16]=[C:15]([Cl:17])[CH:14]=[C:13]([Cl:18])[CH:12]=2)=[N:5]1.[H-].[Na+].Cl[C:24]([O:26][CH2:27][CH:28]=[CH2:29])=[O:25]. (3) Given the product [ClH:15].[CH3:1][C:2]1[C:7]2[C:18]3[CH2:17][NH:16][CH2:21][CH2:20][C:19]=3[NH:8][C:6]=2[C:5]([C:10]([F:13])([F:12])[F:11])=[CH:4][CH:3]=1, predict the reactants needed to synthesize it. The reactants are: [CH3:1][C:2]1[CH:3]=[CH:4][C:5]([C:10]([F:13])([F:12])[F:11])=[C:6]([NH:8]N)[CH:7]=1.O.[ClH:15].[NH:16]1[CH2:21][CH2:20][C:19](=O)[CH2:18][CH2:17]1. (4) Given the product [Cl:12][C:13]1[CH:27]=[CH:26][C:16]([O:17][CH2:18][C:19]([O:21][C:22]([CH3:25])([CH3:24])[CH3:23])=[O:20])=[C:15]([S:28]([C:29]2[CH:30]=[CH:31][C:32]([S:35]([CH3:38])(=[O:36])=[O:37])=[CH:33][CH:34]=2)=[O:6])[CH:14]=1, predict the reactants needed to synthesize it. The reactants are: ClC1C=C(C=CC=1)C(OO)=[O:6].[Cl:12][C:13]1[CH:27]=[CH:26][C:16]([O:17][CH2:18][C:19]([O:21][C:22]([CH3:25])([CH3:24])[CH3:23])=[O:20])=[C:15]([S:28][C:29]2[CH:34]=[CH:33][C:32]([S:35]([CH3:38])(=[O:37])=[O:36])=[CH:31][CH:30]=2)[CH:14]=1. (5) Given the product [C:1]([C@@:23]12[CH2:24][C:25](=[O:35])[CH2:26][CH2:27][C@:28]1([CH3:29])[C:30]1[CH2:31][CH2:32][C@@:33]3([CH3:34])[C@@H:19]([CH2:18][CH2:17][C@@H:16]3[C@H:14]([CH3:15])[CH2:13][CH2:12][CH2:11][CH:9]([CH3:8])[CH3:10])[C:20]=1[CH2:21][CH2:22]2)#[N:2].[C:1]([C@:23]12[CH2:24][C:25](=[O:35])[CH2:26][CH2:27][C@:28]1([CH3:29])[C:30]1[CH2:31][CH2:32][C@@:33]3([CH3:34])[C@@H:19]([CH2:18][CH2:17][C@@H:16]3[C@H:14]([CH3:15])[CH2:13][CH2:12][CH2:11][CH:9]([CH3:8])[CH3:10])[C:20]=1[CH2:21][CH2:22]2)#[N:2], predict the reactants needed to synthesize it. The reactants are: [C-:1]#[N:2].C([Al+]CC)C.[CH3:8][CH:9]([CH2:11][CH2:12][CH2:13][C@H:14]([C@@H:16]1[C@:33]2([CH3:34])[C@H:19]([C:20]3[CH2:21][CH2:22][C:23]4[C@:28]([C:30]=3[CH2:31][CH2:32]2)([CH3:29])[CH2:27][CH2:26][C:25](=[O:35])[CH:24]=4)[CH2:18][CH2:17]1)[CH3:15])[CH3:10].[OH-].[Na+]. (6) Given the product [CH3:31][C:30]([NH:34][Si:2]([CH3:22])([CH3:21])[CH:3]1[C:14]2[C:6](=[CH:7][C:8]3[CH2:9][CH2:10][CH2:11][C:12]=3[CH:13]=2)[C:5]([C:15]2[CH:20]=[CH:19][CH:18]=[CH:17][CH:16]=2)=[CH:4]1)([CH3:33])[CH3:32], predict the reactants needed to synthesize it. The reactants are: Cl[Si:2]([CH3:22])([CH3:21])[CH:3]1[C:14]2[C:6](=[CH:7][C:8]3[CH2:9][CH2:10][CH2:11][C:12]=3[CH:13]=2)[C:5]([C:15]2[CH:20]=[CH:19][CH:18]=[CH:17][CH:16]=2)=[CH:4]1.CCN(CC)CC.[C:30]([NH2:34])([CH3:33])([CH3:32])[CH3:31]. (7) Given the product [NH2:28][C:29]1[CH:37]=[CH:36][C:32]([C:33]([NH:2][CH:3]2[CH2:7][CH2:6][N:5]([C:8]3[N:9]=[C:10]([NH:17][C:18]4[CH:23]=[CH:22][C:21]([O:24][CH3:25])=[C:20]([O:26][CH3:27])[CH:19]=4)[C:11]4[N:16]=[CH:15][S:14][C:12]=4[N:13]=3)[CH2:4]2)=[O:34])=[CH:31][N:30]=1, predict the reactants needed to synthesize it. The reactants are: Cl.[NH2:2][CH:3]1[CH2:7][CH2:6][N:5]([C:8]2[N:9]=[C:10]([NH:17][C:18]3[CH:23]=[CH:22][C:21]([O:24][CH3:25])=[C:20]([O:26][CH3:27])[CH:19]=3)[C:11]3[N:16]=[CH:15][S:14][C:12]=3[N:13]=2)[CH2:4]1.[NH2:28][C:29]1[CH:37]=[CH:36][C:32]([C:33](O)=[O:34])=[CH:31][N:30]=1.CCN=C=NCCCN(C)C.CN1C=CN=C1.